From a dataset of Full USPTO retrosynthesis dataset with 1.9M reactions from patents (1976-2016). Predict the reactants needed to synthesize the given product. (1) Given the product [NH2:11][C:9]1[N:10]=[C:3]2[C:2]([C:19]3[CH:20]=[CH:21][CH:22]=[CH:23][C:18]=3[N:13]([CH3:12])[S:14]([CH3:17])(=[O:16])=[O:15])=[CH:7][CH:6]=[CH:5][N:4]2[N:8]=1, predict the reactants needed to synthesize it. The reactants are: Br[C:2]1[C:3]2[N:4]([N:8]=[C:9]([NH2:11])[N:10]=2)[CH:5]=[CH:6][CH:7]=1.[CH3:12][N:13]([C:18]1[CH:23]=[CH:22][CH:21]=[CH:20][C:19]=1B1OC(C)(C)C(C)(C)O1)[S:14]([CH3:17])(=[O:16])=[O:15]. (2) The reactants are: [N+](C1C=CC([O:10][C:11](=O)[NH:12][C:13]2[CH:18]=[CH:17][C:16]([C:19]3[CH2:23][CH2:22][N:21]([C:24](=[O:37])[CH2:25][C:26]4[CH:31]=[C:30]([O:32][CH3:33])[C:29]([O:34][CH3:35])=[CH:28][C:27]=4[Cl:36])[N:20]=3)=[CH:15][CH:14]=2)=CC=1)([O-])=O.Cl.[CH3:40][NH:41][CH3:42].CCN(CC)CC.C(Cl)Cl. Given the product [Cl:36][C:27]1[CH:28]=[C:29]([O:34][CH3:35])[C:30]([O:32][CH3:33])=[CH:31][C:26]=1[CH2:25][C:24]([N:21]1[CH2:22][CH2:23][C:19]([C:16]2[CH:15]=[CH:14][C:13]([NH:12][C:11](=[O:10])[N:41]([CH3:42])[CH3:40])=[CH:18][CH:17]=2)=[N:20]1)=[O:37], predict the reactants needed to synthesize it. (3) Given the product [P:1]([OH:11])([OH:3])([O:19][C:20]([C:49]1[CH:54]=[CH:53][C:52]([F:55])=[CH:51][C:50]=1[F:56])([CH2:43][N:44]1[CH:48]=[N:47][CH:46]=[N:45]1)[CH2:21][N:22]1[CH:26]=[N:25][C:24](/[CH:27]=[CH:28]/[C:29]2[CH:30]=[CH:31][C:32]([O:35][CH2:36][C:37]([F:41])([F:42])[CH:38]([F:40])[F:39])=[CH:33][CH:34]=2)=[N:23]1)=[O:2], predict the reactants needed to synthesize it. The reactants are: [P:1]([O:19][C:20]([C:49]1[CH:54]=[CH:53][C:52]([F:55])=[CH:51][C:50]=1[F:56])([CH2:43][N:44]1[CH:48]=[N:47][CH:46]=[N:45]1)[CH2:21][N:22]1[CH:26]=[N:25][C:24](/[CH:27]=[CH:28]/[C:29]2[CH:34]=[CH:33][C:32]([O:35][CH2:36][C:37]([F:42])([F:41])[CH:38]([F:40])[F:39])=[CH:31][CH:30]=2)=[N:23]1)([O:11]CC1C=CC=CC=1)([O:3]CC1C=CC=CC=1)=[O:2].Br[Si](C)(C)C.N1C=CC=CC=1.[OH-].[Na+].S(=O)(=O)(O)O. (4) Given the product [Cl:1][C:2]1[C:3]2[N:4]([CH:10]=[C:11]([C:13]3[CH:18]=[CH:17][CH:16]=[C:15]([O:19][CH3:20])[CH:14]=3)[N:8]=2)[CH:5]=[CH:6][CH:7]=1, predict the reactants needed to synthesize it. The reactants are: [Cl:1][C:2]1[C:3]([NH2:8])=[N:4][CH:5]=[CH:6][CH:7]=1.Br[CH2:10][C:11]([C:13]1[CH:18]=[CH:17][CH:16]=[C:15]([O:19][CH3:20])[CH:14]=1)=O.C(=O)([O-])[O-].[K+].[K+].